This data is from Forward reaction prediction with 1.9M reactions from USPTO patents (1976-2016). The task is: Predict the product of the given reaction. (1) Given the reactants COC(=O)C1C=C(C(C2N=CC(Br)=C[N:13]=2)=O)C=CC=1F.COC(=O)C1C=C(C(C2C=CC(NC[C:40]3[CH:45]=[CH:44][C:43]([Cl:46])=[CH:42][CH:41]=3)=CN=2)=O)C=CC=1F.ClC1C=CC([CH2:56][NH:57][C:58]2[CH:59]=C[C:61]([C:64]([C:66]3[CH:67]=[CH:68][C:69]([S:75]([C:77]4[CH:82]=[CH:81][C:80](F)=[C:79](F)[CH:78]=4)=[O:76])=[C:70]([CH:74]=3)[C:71]([OH:73])=[O:72])=[O:65])=[N:62][CH:63]=2)=CC=1, predict the reaction product. The product is: [Cl:46][C:43]1[CH:44]=[CH:45][C:40]([N:57]([CH3:56])[C:58]2[CH:63]=[N:62][C:61]([C:64]([C:66]3[CH:67]=[CH:68][C:69]([S:75]([CH2:77][CH2:78][CH2:79][CH2:80][CH2:81][CH3:82])=[O:76])=[C:70]([CH:74]=3)[C:71]([OH:73])=[O:72])=[O:65])=[N:13][CH:59]=2)=[CH:41][CH:42]=1. (2) The product is: [C:1]([O:8][C:9]1[CH:14]=[CH:13][CH:12]=[CH:11][CH:10]=1)(=[O:6])[CH2:2][CH2:3][CH:4]=[CH2:5]. Given the reactants [C:1](Cl)(=[O:6])[CH2:2][CH2:3][CH:4]=[CH2:5].[O-:8][C:9]1[CH:14]=[CH:13][CH:12]=[CH:11][CH:10]=1.[Na+].O, predict the reaction product.